This data is from Reaction yield outcomes from USPTO patents with 853,638 reactions. The task is: Predict the reaction yield, written as a fraction of the theoretical maximum amount of product (1.0 means a 100% yield; for example, 0.34 means a 34% yield). (1) The reactants are [C:1]([C:4]1[C:9]([C:10]2[CH:15]=[CH:14][CH:13]=[CH:12][CH:11]=2)=[N:8][N:7]([CH2:16][CH3:17])[C:6](=[O:18])[C:5]=1[N+:19]([O-])=O)(=[O:3])[CH3:2].N[C:23]1[CH:24]=[N:25][CH:26]=[CH:27][CH:28]=1. The catalyst is C(O)C. The product is [C:1]([C:4]1[C:9]([C:10]2[CH:15]=[CH:14][CH:13]=[CH:12][CH:11]=2)=[N:8][N:7]([CH2:16][CH3:17])[C:6](=[O:18])[C:5]=1[NH:19][C:23]1[CH:24]=[N:25][CH:26]=[CH:27][CH:28]=1)(=[O:3])[CH3:2]. The yield is 0.260. (2) The reactants are [N+:1]([C:4]1[CH:5]=[C:6]([CH:16]=[CH:17][CH:18]=1)[C:7]([NH:9][C:10]1[CH:11]=[N:12][CH:13]=[CH:14][CH:15]=1)=[O:8])([O-])=O. The catalyst is C(O)C.[Pd]. The product is [NH2:1][C:4]1[CH:5]=[C:6]([CH:16]=[CH:17][CH:18]=1)[C:7]([NH:9][C:10]1[CH:11]=[N:12][CH:13]=[CH:14][CH:15]=1)=[O:8]. The yield is 0.860. (3) The reactants are P(Cl)(Cl)(Cl)=O.[CH3:6][NH:7][CH2:8][CH2:9][CH2:10][CH3:11].C([O:16][CH2:17][CH2:18][CH2:19][CH3:20])CCC. The yield is 0.740. The product is [CH3:6][N:7]([CH:18]1[CH2:17][O:16][C:20]([N:7]([CH2:8][CH2:9][CH2:10][CH3:11])[CH3:6])=[C:19]1[N:7]([CH2:8][CH2:9][CH2:10][CH3:11])[CH3:6])[CH2:8][CH2:9][CH2:10][CH3:11]. No catalyst specified. (4) The reactants are [CH:1]1([NH2:7])[CH2:6][CH2:5][CH2:4][CH2:3][CH2:2]1.C1(C)C=CC=CC=1.[CH2:15]([O:22][C:23]1[C:24]([CH3:32])=[N:25][C:26](Br)=[C:27]([CH3:30])[C:28]=1[CH3:29])[C:16]1[CH:21]=[CH:20][CH:19]=[CH:18][CH:17]=1.CC([O-])(C)C.[Na+]. The catalyst is CCOC(C)=O.O.C1C=CC(/C=C/C(/C=C/C2C=CC=CC=2)=O)=CC=1.C1C=CC(/C=C/C(/C=C/C2C=CC=CC=2)=O)=CC=1.C1C=CC(/C=C/C(/C=C/C2C=CC=CC=2)=O)=CC=1.[Pd].[Pd].C1C=CC(P(C2C(C3C(P(C4C=CC=CC=4)C4C=CC=CC=4)=CC=C4C=3C=CC=C4)=C3C(C=CC=C3)=CC=2)C2C=CC=CC=2)=CC=1. The product is [CH2:15]([O:22][C:23]1[C:28]([CH3:29])=[C:27]([CH3:30])[C:26]([NH:7][CH:1]2[CH2:6][CH2:5][CH2:4][CH2:3][CH2:2]2)=[N:25][C:24]=1[CH3:32])[C:16]1[CH:21]=[CH:20][CH:19]=[CH:18][CH:17]=1. The yield is 0.900. (5) The catalyst is O1CCOCC1. The yield is 0.980. The product is [ClH:1].[ClH:1].[CH3:2][O:3][C:4]1[CH:19]=[CH:18][C:7]([CH2:8][NH:9][NH2:10])=[CH:6][CH:5]=1. The reactants are [ClH:1].[CH3:2][O:3][C:4]1[CH:19]=[CH:18][C:7]([CH2:8][NH:9][NH:10]C(OC(C)(C)C)=O)=[CH:6][CH:5]=1. (6) The reactants are P(Br)(Br)[Br:2].[Br:5][C:6]1[CH:11]=[C:10]([F:12])[C:9]([O:13][CH3:14])=[CH:8][C:7]=1[CH2:15]O. The catalyst is C(Cl)Cl. The product is [Br:5][C:6]1[CH:11]=[C:10]([F:12])[C:9]([O:13][CH3:14])=[CH:8][C:7]=1[CH2:15][Br:2]. The yield is 0.960. (7) The yield is 0.830. The reactants are [Cl:1][C:2]1[N:7]=[C:6](Cl)[N:5]=[C:4]([NH:9][CH2:10][C:11]#[CH:12])[N:3]=1.[CH2:13]([NH2:20])[C:14]1[CH:19]=[CH:18][CH:17]=[CH:16][CH:15]=1.ClC1N=C(NC(C)C)N=C(NCC#C)N=1. The product is [CH2:13]([NH:20][C:6]1[N:5]=[C:4]([NH:9][CH2:10][C:11]#[CH:12])[N:3]=[C:2]([Cl:1])[N:7]=1)[C:14]1[CH:19]=[CH:18][CH:17]=[CH:16][CH:15]=1. No catalyst specified. (8) The reactants are B([CH:2]1[CH2:7][CH2:6][CH2:5][CH2:4][CH2:3]1)[CH:2]1[CH2:7][CH2:6][CH2:5][CH2:4][CH2:3]1.C#CCCCC.[Zn](CC)CC.[F:25][C:26]([F:36])([F:35])[C:27]1[CH:34]=[CH:33][C:30]([CH:31]=[O:32])=[CH:29][CH:28]=1. No catalyst specified. The product is [F:25][C:26]([F:35])([F:36])[C:27]1[CH:34]=[CH:33][C:30]([C@@H:31]([OH:32])[CH:7]=[CH:2][CH2:3][CH2:4][CH2:5][CH3:6])=[CH:29][CH:28]=1. The yield is 0.940. (9) The yield is 0.350. The reactants are [F:1][C:2]([F:12])([F:11])[CH2:3][CH2:4][CH2:5][O:6][CH:7]1[CH2:10][NH:9][CH2:8]1.CCN=C=NCCCN(C)C.C1C=CC2N(O)N=NC=2C=1.C(N(C(C)C)CC)(C)C.Cl.[O:44]=[C:45]1[NH:54][C:53]2[N:52]=[CH:51][C:50](/[CH:55]=[CH:56]/[C:57](O)=[O:58])=[CH:49][C:48]=2[CH2:47][CH2:46]1. The catalyst is CN(C)C=O.C(OCC)(=O)C.O. The product is [O:58]=[C:57]([N:9]1[CH2:8][CH:7]([O:6][CH2:5][CH2:4][CH2:3][C:2]([F:1])([F:11])[F:12])[CH2:10]1)/[CH:56]=[CH:55]/[C:50]1[CH:49]=[C:48]2[C:53](=[N:52][CH:51]=1)[NH:54][C:45](=[O:44])[CH2:46][CH2:47]2. (10) The reactants are [CH:1]1([N:7]2[C:12]([OH:13])=[C:11]([C:14]([NH:16][CH2:17][C:18]([O:20]CC)=[O:19])=[O:15])[C:10](=[O:23])[NH:9][C:8]2=[O:24])[CH2:6][CH2:5][CH2:4][CH2:3][CH2:2]1.C(=O)([O-])[O-].[K+].[K+].[Br:31][C:32]1[CH:39]=[CH:38][CH:37]=[CH:36][C:33]=1[CH2:34]Br.Cl. The catalyst is CC(N(C)C)=O. The product is [Br:31][C:32]1[CH:39]=[CH:38][CH:37]=[CH:36][C:33]=1[CH2:34][N:9]1[C:10](=[O:23])[C:11]([C:14]([NH:16][CH2:17][C:18]([OH:20])=[O:19])=[O:15])=[C:12]([OH:13])[N:7]([CH:1]2[CH2:2][CH2:3][CH2:4][CH2:5][CH2:6]2)[C:8]1=[O:24]. The yield is 0.380.